From a dataset of Catalyst prediction with 721,799 reactions and 888 catalyst types from USPTO. Predict which catalyst facilitates the given reaction. (1) Reactant: Cl.[NH2:2][CH2:3][C:4]1[CH:9]=[CH:8][C:7]([O:10][S:11]([C:14]([F:17])([F:16])[F:15])(=[O:13])=[O:12])=[C:6]([O:18][CH3:19])[CH:5]=1.C(N(CC)CC)C.[C:27](O[C:27]([O:29][C:30]([CH3:33])([CH3:32])[CH3:31])=[O:28])([O:29][C:30]([CH3:33])([CH3:32])[CH3:31])=[O:28]. Product: [C:30]([O:29][C:27]([NH:2][CH2:3][C:4]1[CH:9]=[CH:8][C:7]([O:10][S:11]([C:14]([F:15])([F:16])[F:17])(=[O:13])=[O:12])=[C:6]([O:18][CH3:19])[CH:5]=1)=[O:28])([CH3:33])([CH3:32])[CH3:31]. The catalyst class is: 4. (2) Reactant: Cl[C:2]1[C:3]2[N:4]([CH:10]=[CH:11][CH:12]=2)[N:5]=[CH:6][C:7]=1[C:8]#[N:9].Cl.[CH3:14][CH:15]1[CH2:20][CH2:19][CH2:18][CH2:17][CH:16]1[NH2:21].C(N(CC)CC)C. The catalyst class is: 31. Product: [CH3:14][CH:15]1[CH2:20][CH2:19][CH2:18][CH2:17][CH:16]1[NH:21][C:2]1[C:3]2[N:4]([CH:10]=[CH:11][CH:12]=2)[N:5]=[CH:6][C:7]=1[C:8]#[N:9]. (3) Reactant: [CH3:1][N:2]1[C:6]([C:7]([OH:9])=O)=[CH:5][CH:4]=[N:3]1.O1CCCC1.S(Cl)(Cl)=O.[NH2:19][C:20]1[CH:21]=[C:22]([CH:39]=[CH:40][C:41]=1[CH3:42])[O:23][C:24]1[CH:25]=[CH:26][C:27]2[N:28]([N:30]=[C:31]([NH:33][C:34]([CH:36]3[CH2:38][CH2:37]3)=[O:35])[N:32]=2)[CH:29]=1. The catalyst class is: 402. Product: [CH:36]1([C:34]([NH:33][C:31]2[N:32]=[C:27]3[CH:26]=[CH:25][C:24]([O:23][C:22]4[CH:39]=[CH:40][C:41]([CH3:42])=[C:20]([NH:19][C:7]([C:6]5[N:2]([CH3:1])[N:3]=[CH:4][CH:5]=5)=[O:9])[CH:21]=4)=[CH:29][N:28]3[N:30]=2)=[O:35])[CH2:37][CH2:38]1. (4) Reactant: [C:1]([N:20]1[CH:24]=[N:23][C:22]([CH2:25]O)=[N:21]1)([C:14]1[CH:19]=[CH:18][CH:17]=[CH:16][CH:15]=1)([C:8]1[CH:13]=[CH:12][CH:11]=[CH:10][CH:9]=1)[C:2]1[CH:7]=[CH:6][CH:5]=[CH:4][CH:3]=1.C1(P(C2C=CC=CC=2)C2C=CC=CC=2)C=CC=CC=1.CCOC(/N=N/C(OCC)=O)=O.[C:58]([NH:61][C:62]1[CH:67]=[CH:66][C:65]([CH2:68][C:69]([NH:71][C:72]2[C:73](=[O:88])[N:74]([CH2:80][C:81]3[CH:86]=[CH:85][CH:84]=[CH:83][C:82]=3[F:87])[C:75](=[O:79])[NH:76][C:77]=2[NH2:78])=[O:70])=[CH:64][CH:63]=1)(=[O:60])[CH3:59]. Product: [C:58]([NH:61][C:62]1[CH:63]=[CH:64][C:65]([CH2:68][C:69]([NH:71][C:72]2[C:73](=[O:88])[N:74]([CH2:80][C:81]3[CH:86]=[CH:85][CH:84]=[CH:83][C:82]=3[F:87])[C:75](=[O:79])[N:76]([CH2:25][C:22]3[N:23]=[CH:24][N:20]([C:1]([C:2]4[CH:7]=[CH:6][CH:5]=[CH:4][CH:3]=4)([C:8]4[CH:9]=[CH:10][CH:11]=[CH:12][CH:13]=4)[C:14]4[CH:19]=[CH:18][CH:17]=[CH:16][CH:15]=4)[N:21]=3)[C:77]=2[NH2:78])=[O:70])=[CH:66][CH:67]=1)(=[O:60])[CH3:59]. The catalyst class is: 7.